This data is from HIV replication inhibition screening data with 41,000+ compounds from the AIDS Antiviral Screen. The task is: Binary Classification. Given a drug SMILES string, predict its activity (active/inactive) in a high-throughput screening assay against a specified biological target. The drug is CCC1C(C)C=CN1c1nc(N)nc(NS(=O)(=O)c2cc(C)c(Cl)cc2S)n1. The result is 1 (active).